Dataset: Full USPTO retrosynthesis dataset with 1.9M reactions from patents (1976-2016). Task: Predict the reactants needed to synthesize the given product. (1) The reactants are: C([O:8][CH2:9][C@H:10]1[O:15][C@@H:14]([C:16]([N:18]([CH:34]2[CH2:36][CH2:35]2)[CH2:19][C:20]2[CH:25]=[CH:24][C:23]([O:26][CH3:27])=[C:22]([O:28][CH2:29][CH2:30][CH2:31][O:32][CH3:33])[CH:21]=2)=[O:17])[CH2:13][N:12]([C:37]([O:39][C:40]([CH3:43])([CH3:42])[CH3:41])=[O:38])[CH2:11]1)C1C=CC=CC=1.[H][H]. Given the product [CH:34]1([N:18]([CH2:19][C:20]2[CH:25]=[CH:24][C:23]([O:26][CH3:27])=[C:22]([O:28][CH2:29][CH2:30][CH2:31][O:32][CH3:33])[CH:21]=2)[C:16]([C@@H:14]2[O:15][C@H:10]([CH2:9][OH:8])[CH2:11][N:12]([C:37]([O:39][C:40]([CH3:43])([CH3:42])[CH3:41])=[O:38])[CH2:13]2)=[O:17])[CH2:36][CH2:35]1, predict the reactants needed to synthesize it. (2) The reactants are: Br[C:2]1[CH:3]=[C:4]([NH:8][S:9]([C:12]2[CH:17]=[CH:16][C:15]([F:18])=[CH:14][CH:13]=2)(=[O:11])=[O:10])[CH:5]=[N:6][CH:7]=1.B1(B2OC(C)(C)C(C)(C)O2)OC(C)(C)C(C)(C)O1.C([O-])(=O)C.[K+].Cl[C:43]1[CH:44]=[CH:45][C:46]2[N:47]([CH:49]=[C:50]([NH:52][C:53](=[O:55])[CH3:54])[N:51]=2)[N:48]=1.C([O-])([O-])=O.[Na+].[Na+]. Given the product [F:18][C:15]1[CH:16]=[CH:17][C:12]([S:9]([NH:8][C:4]2[CH:3]=[C:2]([C:43]3[CH:44]=[CH:45][C:46]4[N:47]([CH:49]=[C:50]([NH:52][C:53](=[O:55])[CH3:54])[N:51]=4)[N:48]=3)[CH:7]=[N:6][CH:5]=2)(=[O:11])=[O:10])=[CH:13][CH:14]=1, predict the reactants needed to synthesize it. (3) Given the product [CH3:3][O:4][C@@H:5]([CH2:9][C:10]1[C:15]2[S:16][CH:17]=[CH:18][C:14]=2[C:13]([O:19][CH2:20][CH2:21][C:22]2[N:23]=[C:24]([C:28]3[CH:33]=[CH:32][CH:31]=[CH:30][CH:29]=3)[O:25][C:26]=2[CH3:27])=[CH:12][CH:11]=1)[C:6]([OH:8])=[O:7], predict the reactants needed to synthesize it. The reactants are: O=O.[CH3:3][O:4]/[C:5](=[CH:9]\[C:10]1[C:15]2[S:16][CH:17]=[CH:18][C:14]=2[C:13]([O:19][CH2:20][CH2:21][C:22]2[N:23]=[C:24]([C:28]3[CH:33]=[CH:32][CH:31]=[CH:30][CH:29]=3)[O:25][C:26]=2[CH3:27])=[CH:12][CH:11]=1)/[C:6]([OH:8])=[O:7].C1([C@@H](N)C)C=CC=CC=1.[H][H]. (4) Given the product [F:29][C:10]1[C:9]([OH:8])=[C:18]2[C:13]([CH:14]=[CH:15][CH:16]=[N:17]2)=[C:12]([S:19]([C:22]2[CH:27]=[CH:26][C:25]([CH3:28])=[CH:24][CH:23]=2)(=[O:21])=[O:20])[CH:11]=1, predict the reactants needed to synthesize it. The reactants are: C([O:8][C:9]1[C:10]([F:29])=[CH:11][C:12]([S:19]([C:22]2[CH:27]=[CH:26][C:25]([CH3:28])=[CH:24][CH:23]=2)(=[O:21])=[O:20])=[C:13]2[C:18]=1[N:17]=[CH:16][CH:15]=[CH:14]2)C1C=CC=CC=1.Br.[OH-].[Na+]. (5) Given the product [OH:58][C:33]([CH2:34][CH2:35][CH2:36][CH2:39][C@H:40]1[C@@H:41]2[C@@H:4]([NH:5][C:44]([NH:43]2)=[O:45])[CH2:2][S:46]1)=[O:32], predict the reactants needed to synthesize it. The reactants are: C[CH:2]([CH2:4][N:5]1C(=O)N(C)C(=O)C2N=CNC1=2)C.CC1C(C)=C2OC(C[O:32][C:33]3[CH:34]=[CH:35][C:36]([CH2:39][CH:40]4[S:46][C:44](=[O:45])[NH:43][C:41]4=O)=CC=3)(C)CCC2=C(C)C=1O.CCC1C=CC(CC[O:58]C2C=CC(CC3SC(=O)NC3=O)=CC=2)=NC=1.C1C=CC(F)=C(COC2C=CC3C=C(CC4SC(=O)NC4=O)C=CC=3C=2)C=1.CN(C1C=CC=CN=1)CCOC1C=CC(CC2SC(=O)NC2=O)=CC=1.CC1OC(C2C=CC=CC=2)=NC=1CCC(C1C=CC(CC2SC(=O)NC2=O)=CC=1)=O.CC1OC(C2C=CC=CC=2)=NC=1CCOC1C=CC(C[C@H](NC2C=CC=CC=2C(C2C=CC=CC=2)=O)C(O)=O)=CC=1. (6) Given the product [OH:33][C:30]1[CH:29]=[CH:28][C:27]([N:24]2[CH2:23][CH2:22][CH:21]([N:19]([CH3:20])[C:17]([N:15]3[CH:16]=[C:12]([C:8]4[CH:9]=[CH:10][CH:11]=[C:6]([NH:5][C:2]([NH2:3])=[O:1])[CH:7]=4)[N:13]=[CH:14]3)=[O:18])[CH2:26][CH2:25]2)=[CH:32][CH:31]=1, predict the reactants needed to synthesize it. The reactants are: [O-:1][C:2]#[N:3].[K+].[NH2:5][C:6]1[CH:7]=[C:8]([C:12]2[N:13]=[CH:14][N:15]([C:17]([N:19]([CH:21]3[CH2:26][CH2:25][N:24]([C:27]4[CH:32]=[CH:31][C:30]([OH:33])=[CH:29][CH:28]=4)[CH2:23][CH2:22]3)[CH3:20])=[O:18])[CH:16]=2)[CH:9]=[CH:10][CH:11]=1.C([O-])(O)=O.[Na+]. (7) The reactants are: [Cu][C:2]#[N:3].[CH3:4][O:5][C:6](=[O:15])[CH2:7][C:8]1[CH:13]=[CH:12][CH:11]=[CH:10][C:9]=1Br. Given the product [CH3:4][O:5][C:6](=[O:15])[CH2:7][C:8]1[CH:9]=[CH:10][CH:11]=[CH:12][C:13]=1[C:2]#[N:3], predict the reactants needed to synthesize it. (8) Given the product [F:1][C:2]1[CH:10]=[CH:9][C:8]([CH2:11][C:12]2[C:21]3[C:16](=[CH:17][CH:18]=[CH:19][CH:20]=3)[C:15](=[O:22])[NH:14][N:13]=2)=[CH:7][C:3]=1[C:4]([N:56]1[CH2:61][CH2:60][CH:59]([O:62][CH2:63][C:64](=[O:65])[N:66]2[CH2:67][CH2:68][CH2:69][CH2:70]2)[CH2:58][CH2:57]1)=[O:5], predict the reactants needed to synthesize it. The reactants are: [F:1][C:2]1[CH:10]=[CH:9][C:8]([CH2:11][C:12]2[C:21]3[C:16](=[CH:17][CH:18]=[CH:19][CH:20]=3)[C:15](=[O:22])[NH:14][N:13]=2)=[CH:7][C:3]=1[C:4](O)=[O:5].CN(C(ON1N=NC2C=CC=CC1=2)=[N+](C)C)C.F[P-](F)(F)(F)(F)F.C(N(C(C)C)C(C)C)C.[NH:56]1[CH2:61][CH2:60][CH:59]([O:62][CH2:63][C:64]([N:66]2[CH2:70][CH2:69][CH2:68][CH2:67]2)=[O:65])[CH2:58][CH2:57]1. (9) The reactants are: [Cl:1][C:2]1[CH:7]=[CH:6][C:5]([C:8]2[N:12]([CH:13]([CH:16]3[CH2:21][CH2:20][CH2:19][CH2:18][CH2:17]3)[CH2:14][OH:15])[C:11]3[CH:22]=[C:23]([F:27])[C:24]([F:26])=[CH:25][C:10]=3[N:9]=2)=[CH:4][CH:3]=1.[CH3:28][O:29][C:30](=[O:40])[C:31]1[CH:36]=[C:35]([O:37][CH3:38])[N:34]=[C:33](O)[CH:32]=1.N(C(OC(C)(C)C)=O)=NC(OC(C)(C)C)=O. Given the product [CH3:28][O:29][C:30](=[O:40])[C:31]1[CH:36]=[C:35]([O:37][CH3:38])[N:34]=[C:33]([O:15][CH2:14][CH:13]([N:12]2[C:11]3[CH:22]=[C:23]([F:27])[C:24]([F:26])=[CH:25][C:10]=3[N:9]=[C:8]2[C:5]2[CH:6]=[CH:7][C:2]([Cl:1])=[CH:3][CH:4]=2)[CH:16]2[CH2:17][CH2:18][CH2:19][CH2:20][CH2:21]2)[CH:32]=1, predict the reactants needed to synthesize it. (10) Given the product [CH3:29][C:28](=[CH2:30])[C:32]([NH:1][C:2]1[CH:3]=[C:4]([C:8]2[C:9]3[C:16]([C:17]([O:19][CH2:20][CH3:21])=[O:18])=[CH:15][NH:14][C:10]=3[N:11]=[CH:12][N:13]=2)[CH:5]=[N:6][CH:7]=1)=[O:33], predict the reactants needed to synthesize it. The reactants are: [NH2:1][C:2]1[CH:3]=[C:4]([C:8]2[C:9]3[C:16]([C:17]([O:19][CH2:20][CH3:21])=[O:18])=[CH:15][NH:14][C:10]=3[N:11]=[CH:12][N:13]=2)[CH:5]=[N:6][CH:7]=1.CCN([CH:28]([CH3:30])[CH3:29])C(C)C.[Cl-].[CH3:32][OH:33].